Dataset: Full USPTO retrosynthesis dataset with 1.9M reactions from patents (1976-2016). Task: Predict the reactants needed to synthesize the given product. Given the product [Cl:23][C:21]1[C:20]2[C:15](=[CH:16][CH:17]=[C:18]([O:24][CH3:25])[CH:19]=2)[N:14]=[C:13]([C:6]2[CH:7]=[CH:8][C:3]([C:1]#[N:2])=[CH:4][CH:5]=2)[CH:22]=1, predict the reactants needed to synthesize it. The reactants are: [C:1]([C:3]1[CH:8]=[CH:7][C:6](B(O)O)=[CH:5][CH:4]=1)#[N:2].Cl[C:13]1[CH:22]=[C:21]([Cl:23])[C:20]2[C:15](=[CH:16][CH:17]=[C:18]([O:24][CH3:25])[CH:19]=2)[N:14]=1.